Dataset: NCI-60 drug combinations with 297,098 pairs across 59 cell lines. Task: Regression. Given two drug SMILES strings and cell line genomic features, predict the synergy score measuring deviation from expected non-interaction effect. (1) Drug 1: CN1CCC(CC1)COC2=C(C=C3C(=C2)N=CN=C3NC4=C(C=C(C=C4)Br)F)OC. Drug 2: CC1CCC2CC(C(=CC=CC=CC(CC(C(=O)C(C(C(=CC(C(=O)CC(OC(=O)C3CCCCN3C(=O)C(=O)C1(O2)O)C(C)CC4CCC(C(C4)OC)O)C)C)O)OC)C)C)C)OC. Cell line: SNB-19. Synergy scores: CSS=32.9, Synergy_ZIP=7.88, Synergy_Bliss=9.22, Synergy_Loewe=-0.719, Synergy_HSA=10.2. (2) Drug 1: C1=CC(=CC=C1CC(C(=O)O)N)N(CCCl)CCCl.Cl. Drug 2: C1=NC2=C(N=C(N=C2N1C3C(C(C(O3)CO)O)O)F)N. Cell line: HCT-15. Synergy scores: CSS=18.2, Synergy_ZIP=-4.10, Synergy_Bliss=-1.13, Synergy_Loewe=-11.2, Synergy_HSA=-4.89. (3) Drug 1: CC(CN1CC(=O)NC(=O)C1)N2CC(=O)NC(=O)C2. Drug 2: C1CNP(=O)(OC1)N(CCCl)CCCl. Cell line: SNB-19. Synergy scores: CSS=12.0, Synergy_ZIP=-3.64, Synergy_Bliss=-3.80, Synergy_Loewe=-10.3, Synergy_HSA=-3.51. (4) Drug 1: CC(CN1CC(=O)NC(=O)C1)N2CC(=O)NC(=O)C2. Drug 2: CCN(CC)CCNC(=O)C1=C(NC(=C1C)C=C2C3=C(C=CC(=C3)F)NC2=O)C. Cell line: HL-60(TB). Synergy scores: CSS=60.0, Synergy_ZIP=-2.08, Synergy_Bliss=-2.51, Synergy_Loewe=-4.04, Synergy_HSA=-3.82.